Task: Predict the reactants needed to synthesize the given product.. Dataset: Full USPTO retrosynthesis dataset with 1.9M reactions from patents (1976-2016) (1) The reactants are: Br[C:2]1[CH:7]=[CH:6][C:5]([CH3:8])=[CH:4][CH:3]=1.[C:9]1([Mg]Cl)[CH:14]=[CH:13]C=[CH:11][CH:10]=1.[Cl-].[NH4+].O1CCC[CH2:20]1. Given the product [CH3:20][C:2]1[CH:7]=[CH:6][C:5]([C:8]2[CH:13]=[CH:14][CH:9]=[CH:10][CH:11]=2)=[CH:4][CH:3]=1, predict the reactants needed to synthesize it. (2) Given the product [CH2:38]([O:37][C:35]([C:34]1[N:32]=[CH:33][N:6]2[C:7]=1[CH:8]([CH3:17])[N:9]=[C:10]([C:11]1[CH:16]=[CH:15][CH:14]=[CH:13][N:12]=1)[C:4]1[CH:3]=[C:2]([Br:1])[CH:20]=[CH:19][C:5]2=1)=[O:36])[CH3:39], predict the reactants needed to synthesize it. The reactants are: [Br:1][C:2]1[CH:20]=[CH:19][C:5]2[NH:6][C:7](=O)[CH:8]([CH3:17])[N:9]=[C:10]([C:11]3[CH:16]=[CH:15][CH:14]=[CH:13][N:12]=3)[C:4]=2[CH:3]=1.[H-].[Na+].P(Cl)(OCC)(OCC)=O.[N+:32]([CH2:34][C:35]([O:37][CH2:38][CH3:39])=[O:36])#[C-:33].[H-].[Na+].C1COCC1.